Dataset: Forward reaction prediction with 1.9M reactions from USPTO patents (1976-2016). Task: Predict the product of the given reaction. (1) Given the reactants [CH3:1][C@H:2]1[CH2:6][C@H:5]([CH2:7][N:8]2[C:16]3[C:11](=[N:12][C:13]([C:17]4[CH:18]=[N:19][N:20](C5CCCCO5)[CH:21]=4)=[CH:14][CH:15]=3)[CH:10]=[CH:9]2)[CH2:4][N:3]1[C:28](=[O:37])[CH2:29][CH2:30][C:31]1[CH:36]=[CH:35][CH:34]=[CH:33][CH:32]=1.C1(C)C=CC(S(O)(=O)=O)=CC=1, predict the reaction product. The product is: [NH:19]1[CH:18]=[C:17]([C:13]2[N:12]=[C:11]3[CH:10]=[CH:9][N:8]([CH2:7][C@@H:5]4[CH2:4][N:3]([C:28](=[O:37])[CH2:29][CH2:30][C:31]5[CH:32]=[CH:33][CH:34]=[CH:35][CH:36]=5)[C@@H:2]([CH3:1])[CH2:6]4)[C:16]3=[CH:15][CH:14]=2)[CH:21]=[N:20]1. (2) Given the reactants [NH:1]1[C:9]2[C:4](=[CH:5][C:6]([CH:10]([C:16]3[CH:21]=[CH:20][CH:19]=[CH:18][CH:17]=3)[CH:11]([CH3:15])[C:12]([OH:14])=O)=[CH:7][CH:8]=2)[CH:3]=[N:2]1.[S:22]1[CH:26]=[N:25][N:24]=[C:23]1[NH2:27], predict the reaction product. The product is: [NH:1]1[C:9]2[C:4](=[CH:5][C:6]([CH:10]([C:16]3[CH:21]=[CH:20][CH:19]=[CH:18][CH:17]=3)[CH:11]([CH3:15])[C:12]([NH:27][C:23]3[S:22][CH:26]=[N:25][N:24]=3)=[O:14])=[CH:7][CH:8]=2)[CH:3]=[N:2]1. (3) Given the reactants [N:1]1[CH:6]=[CH:5][CH:4]=[CH:3][C:2]=1[C:7]#[C:8][C:9]1[CH:10]=[CH:11][C:12]2[C:13](=[O:24])[N:14]3[CH2:23][CH2:22][NH:21][CH2:20][CH2:19][C:15]3=[N:16][C:17]=2[CH:18]=1.[F:25][C:26]([F:31])([F:30])[CH2:27][CH:28]=O.C([BH3-])#N.[Na+].C(O)(=O)C, predict the reaction product. The product is: [N:1]1[CH:6]=[CH:5][CH:4]=[CH:3][C:2]=1[C:7]#[C:8][C:9]1[CH:10]=[CH:11][C:12]2[C:13](=[O:24])[N:14]3[CH2:23][CH2:22][N:21]([CH2:28][CH2:27][C:26]([F:31])([F:30])[F:25])[CH2:20][CH2:19][C:15]3=[N:16][C:17]=2[CH:18]=1. (4) Given the reactants [CH3:1][C:2]1[S:3][CH:4]=[CH:5][C:6]=1[CH:7]=O.CCCCCC.CC(=O)OCC.[N+:21]([CH3:24])([O-:23])=[O:22], predict the reaction product. The product is: [CH3:1][C:2]1[S:3][CH:4]=[CH:5][C:6]=1[CH:7]=[CH:24][N+:21]([O-:23])=[O:22]. (5) The product is: [CH3:12][O:11][C:4]1[N:3]=[C:2]([NH:18][CH2:17][CH2:16][CH2:15][N:14]([CH3:19])[CH3:13])[C:7]([N+:8]([O-:10])=[O:9])=[CH:6][CH:5]=1. Given the reactants Cl[C:2]1[C:7]([N+:8]([O-:10])=[O:9])=[CH:6][CH:5]=[C:4]([O:11][CH3:12])[N:3]=1.[CH3:13][N:14]([CH3:19])[CH2:15][CH2:16][CH2:17][NH2:18], predict the reaction product. (6) Given the reactants CN(C)C=O.Cl.[CH3:7][C:8]1[CH:14]=[CH:13][C:12]([O:15][C:16]2[CH:21]=[CH:20][CH:19]=[CH:18][CH:17]=2)=[CH:11][C:9]=1[NH2:10].[C:22](Cl)(=[O:29])[C:23]1[CH:28]=[CH:27][CH:26]=[CH:25][CH:24]=1.Cl, predict the reaction product. The product is: [CH3:7][C:8]1[CH:14]=[CH:13][C:12]([O:15][C:16]2[CH:17]=[CH:18][CH:19]=[CH:20][CH:21]=2)=[CH:11][C:9]=1[NH:10][C:22](=[O:29])[C:23]1[CH:28]=[CH:27][CH:26]=[CH:25][CH:24]=1. (7) Given the reactants [Cl:1][C:2]1[CH:27]=[CH:26][CH:25]=[C:24]([N+:28]([O-])=O)[C:3]=1[C:4]([N:6]([C:11](=O)[C@@H:12]([NH:15][C:16](=[O:22])[O:17][C:18]([CH3:21])([CH3:20])[CH3:19])[CH2:13][CH3:14])[C@@H:7]1[CH2:9][C@@H:8]1[F:10])=[O:5], predict the reaction product. The product is: [Cl:1][C:2]1[CH:27]=[CH:26][CH:25]=[C:24]2[C:3]=1[C:4](=[O:5])[N:6]([C@@H:7]1[CH2:9][C@@H:8]1[F:10])[C:11]([C@@H:12]([NH:15][C:16](=[O:22])[O:17][C:18]([CH3:21])([CH3:20])[CH3:19])[CH2:13][CH3:14])=[N:28]2. (8) Given the reactants [N+:1]([C:4]1[CH:12]=[C:11]2[C:7]([CH:8]=[N:9][N:10]2[CH2:13][O:14][CH2:15][CH2:16][Si:17]([CH3:20])([CH3:19])[CH3:18])=[CH:6][C:5]=1[C:21]1[CH:26]=[CH:25][CH:24]=[C:23]([CH2:27][N:28]2[CH2:33][CH2:32][CH2:31][CH2:30][CH2:29]2)[CH:22]=1)([O-])=O, predict the reaction product. The product is: [N:28]1([CH2:27][C:23]2[CH:22]=[C:21]([C:5]3[CH:6]=[C:7]4[C:11](=[CH:12][C:4]=3[NH2:1])[N:10]([CH2:13][O:14][CH2:15][CH2:16][Si:17]([CH3:20])([CH3:19])[CH3:18])[N:9]=[CH:8]4)[CH:26]=[CH:25][CH:24]=2)[CH2:33][CH2:32][CH2:31][CH2:30][CH2:29]1. (9) Given the reactants [ClH:1].[CH3:2][N:3]([CH:11]1[CH2:16][CH2:15][N:14]([C:17]2[C:18]3[C:25]([CH3:26])=[CH:24][NH:23][C:19]=3[N:20]=[CH:21][N:22]=2)[CH2:13][CH2:12]1)C(=O)OC(C)(C)C, predict the reaction product. The product is: [ClH:1].[CH3:2][NH:3][CH:11]1[CH2:16][CH2:15][N:14]([C:17]2[C:18]3[C:25]([CH3:26])=[CH:24][NH:23][C:19]=3[N:20]=[CH:21][N:22]=2)[CH2:13][CH2:12]1.